From a dataset of Full USPTO retrosynthesis dataset with 1.9M reactions from patents (1976-2016). Predict the reactants needed to synthesize the given product. (1) Given the product [CH3:32][O:31][C:26]1[CH:25]=[C:24]([O:33][CH3:34])[CH:23]=[C:22]2[C:27]=1[C:28](=[O:30])[NH:29][C:20]([C:13]1[CH:14]=[CH:15][C:16]([O:18][CH3:19])=[CH:17][C:12]=1[NH:44][CH2:43][CH2:42][N:39]1[CH2:40][CH2:41][N:36]([CH3:35])[CH2:37][CH2:38]1)=[N:21]2, predict the reactants needed to synthesize it. The reactants are: C[Si]([N-][Si](C)(C)C)(C)C.[Li+].F[C:12]1[CH:17]=[C:16]([O:18][CH3:19])[CH:15]=[CH:14][C:13]=1[C:20]1[NH:29][C:28](=[O:30])[C:27]2[C:22](=[CH:23][C:24]([O:33][CH3:34])=[CH:25][C:26]=2[O:31][CH3:32])[N:21]=1.[CH3:35][N:36]1[CH2:41][CH2:40][N:39]([CH2:42][CH2:43][NH2:44])[CH2:38][CH2:37]1. (2) The reactants are: [F:1][C:2]([F:29])([F:28])[C:3]1[CH:4]=[C:5]([C:13]2[N:17]=[CH:16][N:15]([CH:18](Br)[CH:19]([Br:26])[C:20]([O:22][CH:23]([CH3:25])[CH3:24])=[O:21])[N:14]=2)[CH:6]=[C:7]([C:9]([F:12])([F:11])[F:10])[CH:8]=1.C(N(CC)CC)C. Given the product [F:28][C:2]([F:1])([F:29])[C:3]1[CH:4]=[C:5]([C:13]2[N:17]=[CH:16][N:15](/[CH:18]=[C:19](/[Br:26])\[C:20]([O:22][CH:23]([CH3:24])[CH3:25])=[O:21])[N:14]=2)[CH:6]=[C:7]([C:9]([F:10])([F:11])[F:12])[CH:8]=1, predict the reactants needed to synthesize it.